This data is from Catalyst prediction with 721,799 reactions and 888 catalyst types from USPTO. The task is: Predict which catalyst facilitates the given reaction. (1) Reactant: [CH3:1][O:2][C:3]1[N:10]=[C:9]([CH3:11])[CH:8]=[C:7]([CH3:12])[C:4]=1[C:5]#[N:6].[Li+].C[Si]([N-][Si](C)(C)C)(C)C.Br[CH2:24][CH2:25][CH:26]=[CH2:27]. Product: [CH3:1][O:2][C:3]1[N:10]=[C:9]([CH3:11])[CH:8]=[C:7]([CH2:12][CH2:27][CH2:26][CH:25]=[CH2:24])[C:4]=1[C:5]#[N:6]. The catalyst class is: 1. (2) Reactant: [CH3:1][C@@H:2]([OH:29])[C@H:3]([NH2:28])[C:4]([N:6]1[C@H:10]([C:11]([N:13]2[C@H:17]([C:18]([NH:20][C@H:21]([C:25]([NH2:27])=[O:26])[C@H:22]([OH:24])[CH3:23])=[O:19])[CH2:16][CH2:15][CH2:14]2)=[O:12])[CH2:9][CH2:8][CH2:7]1)=[O:5].[C:30]([NH:38][C@H:39]([C:44]([OH:46])=[O:45])[CH2:40][CH:41]([CH3:43])[CH3:42])(=[O:37])[C:31]1[CH:36]=[CH:35][CH:34]=[CH:33][CH:32]=1. Product: [CH3:1][C@@H:2]([OH:29])[C@H:3]([NH2:28])[C:4]([N:6]1[C@H:10]([C:11]([N:13]2[C@H:17]([C:18]([NH:20][C@H:21]([C:25]([NH2:27])=[O:26])[C@H:22]([OH:24])[CH3:23])=[O:19])[CH2:16][CH2:15][CH2:14]2)=[O:12])[CH2:9][CH2:8][CH2:7]1)=[O:5].[C:30]([NH:38][C@H:39]([C:44]([OH:46])=[O:45])[CH2:40][CH:41]([CH3:43])[CH3:42])(=[O:37])[C:31]1[CH:36]=[CH:35][CH:34]=[CH:33][CH:32]=1. The catalyst class is: 5. (3) Reactant: [C:1]([NH:4][C:5]1[S:6][C:7]2[C:16]3[N:15]=[C:14]([N:17]([CH2:25][C:26]#[CH:27])C(=O)OC(C)(C)C)[N:13]=[CH:12][C:11]=3[CH2:10][CH2:9][C:8]=2[N:28]=1)(=[O:3])[CH3:2]. Product: [CH2:25]([NH:17][C:14]1[N:13]=[CH:12][C:11]2[CH2:10][CH2:9][C:8]3[N:28]=[C:5]([NH:4][C:1](=[O:3])[CH3:2])[S:6][C:7]=3[C:16]=2[N:15]=1)[C:26]#[CH:27]. The catalyst class is: 33. (4) Reactant: [CH3:1][N:2]([CH3:18])[CH:3]1[CH2:8][CH2:7][N:6]([C:9]2[CH:14]=[CH:13][C:12]([N+:15]([O-])=O)=[CH:11][CH:10]=2)[CH2:5][CH2:4]1.[C:19](C1NC=CN=1)(C1NC=CN=1)=[S:20].O. Product: [N:15]([C:12]1[CH:13]=[CH:14][C:9]([N:6]2[CH2:7][CH2:8][CH:3]([N:2]([CH3:18])[CH3:1])[CH2:4][CH2:5]2)=[CH:10][CH:11]=1)=[C:19]=[S:20]. The catalyst class is: 3. (5) Reactant: [CH2:1]=[O:2].S(=O)(=O)(O)O.[CH:8]1[C:17]2[C:12](=[CH:13][CH:14]=[CH:15][CH:16]=2)[CH:11]=[CH:10][CH:9]=1.C(C1C=CC=CC=1)C. Product: [C:16]1([CH:1]=[O:2])[C:17]2[C:12](=[CH:11][CH:10]=[CH:9][CH:8]=2)[CH:13]=[CH:14][CH:15]=1. The catalyst class is: 729. (6) Reactant: [Cl:1][C:2]1[C:7]([N+:8]([O-:10])=[O:9])=[C:6]([NH2:11])[CH:5]=[C:4]([Cl:12])[N:3]=1.[Br:13]N1C(=O)CCC1=O. Product: [Br:13][C:5]1[C:4]([Cl:12])=[N:3][C:2]([Cl:1])=[C:7]([N+:8]([O-:10])=[O:9])[C:6]=1[NH2:11]. The catalyst class is: 15. (7) Reactant: [CH:1]1([C:4]2[CH:9]=[CH:8][N:7]=[CH:6][C:5]=2[N:10]2[CH2:14][CH2:13][NH:12][C:11]2=[O:15])[CH2:3][CH2:2]1.Br[C:17]1[CH:18]=[CH:19][C:20]2[CH:24]=[CH:23][S:22][C:21]=2[CH:25]=1.CN[C@@H]1CCCC[C@H]1NC.P([O-])([O-])([O-])=O.[K+].[K+].[K+]. Product: [S:22]1[CH:23]=[CH:24][C:20]2[CH:19]=[CH:18][C:17]([N:12]3[CH2:13][CH2:14][N:10]([C:5]4[CH:6]=[N:7][CH:8]=[CH:9][C:4]=4[CH:1]4[CH2:3][CH2:2]4)[C:11]3=[O:15])=[CH:25][C:21]1=2. The catalyst class is: 246.